From a dataset of Forward reaction prediction with 1.9M reactions from USPTO patents (1976-2016). Predict the product of the given reaction. (1) Given the reactants C([O:3][CH:4](OCC)[CH2:5][CH2:6][N:7]([C:15]1[S:16][CH:17]=[C:18]([C:20]2[O:24][N:23]=[C:22]([C:25]3[CH:30]=[CH:29][CH:28]=[CH:27][CH:26]=3)[CH:21]=2)[N:19]=1)[C:8]([C:10]1[S:11][CH:12]=[CH:13][CH:14]=1)=[O:9])C.Cl, predict the reaction product. The product is: [O:3]=[CH:4][CH2:5][CH2:6][N:7]([C:15]1[S:16][CH:17]=[C:18]([C:20]2[O:24][N:23]=[C:22]([C:25]3[CH:26]=[CH:27][CH:28]=[CH:29][CH:30]=3)[CH:21]=2)[N:19]=1)[C:8]([C:10]1[S:11][CH:12]=[CH:13][CH:14]=1)=[O:9]. (2) Given the reactants [N+:1]([C:4]1[CH:5]=[C:6]2[C:10](=[CH:11][CH:12]=1)[NH:9][CH2:8][CH2:7]2)([O-:3])=[O:2].[OH-].[K+].[CH3:15]I, predict the reaction product. The product is: [CH3:15][N:9]1[C:10]2[C:6](=[CH:5][C:4]([N+:1]([O-:3])=[O:2])=[CH:12][CH:11]=2)[CH2:7][CH2:8]1.